This data is from Catalyst prediction with 721,799 reactions and 888 catalyst types from USPTO. The task is: Predict which catalyst facilitates the given reaction. (1) Reactant: Br[CH:2]1[CH2:14][CH2:13][C:12]2[C:11]3[C:6](=[CH:7][CH:8]=[C:9]([C:15]#[N:16])[CH:10]=3)[NH:5][C:4]=2[C:3]1=[O:17].[Li+].[Br-]. Product: [OH:17][C:3]1[CH:2]=[CH:14][CH:13]=[C:12]2[C:4]=1[NH:5][C:6]1[CH:7]=[CH:8][C:9]([C:15]#[N:16])=[CH:10][C:11]2=1. The catalyst class is: 3. (2) Reactant: [CH2:1]([N:8]1[CH2:14][CH:13]([C:15]2[CH:20]=[CH:19][C:18]([Cl:21])=[C:17]([Cl:22])[CH:16]=2)[CH:12]([CH2:23][O:24][Si:25]([C:28]([CH3:31])([CH3:30])[CH3:29])([CH3:27])[CH3:26])[O:11][CH2:10][C:9]1=O)[C:2]1[CH:7]=[CH:6][CH:5]=[CH:4][CH:3]=1.B.O. Product: [CH2:1]([N:8]1[CH2:14][CH:13]([C:15]2[CH:20]=[CH:19][C:18]([Cl:21])=[C:17]([Cl:22])[CH:16]=2)[CH:12]([CH2:23][O:24][Si:25]([C:28]([CH3:31])([CH3:30])[CH3:29])([CH3:26])[CH3:27])[O:11][CH2:10][CH2:9]1)[C:2]1[CH:7]=[CH:6][CH:5]=[CH:4][CH:3]=1. The catalyst class is: 1. (3) Reactant: [Cl:1][C:2]1[N:7]=[C:6]2[N:8]([CH:12]3[CH2:17][CH2:16][CH2:15][CH2:14][O:13]3)[N:9]=[C:10](I)[C:5]2=[CH:4][CH:3]=1.[CH3:18][N:19]1[CH:23]=[C:22](B2OC(C)(C)C(C)(C)O2)[CH:21]=[N:20]1.C(=O)([O-])[O-].[Cs+].[Cs+]. Product: [Cl:1][C:2]1[N:7]=[C:6]2[N:8]([CH:12]3[CH2:17][CH2:16][CH2:15][CH2:14][O:13]3)[N:9]=[C:10]([C:22]3[CH:21]=[N:20][N:19]([CH3:18])[CH:23]=3)[C:5]2=[CH:4][CH:3]=1. The catalyst class is: 70. (4) Reactant: [Cl:1][C:2]1[CH:3]=[C:4]([N:10]2[C:14]([CH3:15])=[C:13]([O:16][CH2:17][C:18]3[CH:27]=[CH:26][C:21]([C:22]([O:24]C)=[O:23])=[CH:20][CH:19]=3)[C:12]([CH3:28])=[N:11]2)[CH:5]=[CH:6][C:7]=1[C:8]#[N:9].[OH-].[Na+].Cl. Product: [Cl:1][C:2]1[CH:3]=[C:4]([N:10]2[C:14]([CH3:15])=[C:13]([O:16][CH2:17][C:18]3[CH:19]=[CH:20][C:21]([C:22]([OH:24])=[O:23])=[CH:26][CH:27]=3)[C:12]([CH3:28])=[N:11]2)[CH:5]=[CH:6][C:7]=1[C:8]#[N:9]. The catalyst class is: 36.